From a dataset of Forward reaction prediction with 1.9M reactions from USPTO patents (1976-2016). Predict the product of the given reaction. Given the reactants [Br:1][C:2]1[CH:3]=[C:4]([C:8](=O)[CH2:9][CH2:10][CH2:11][CH2:12][N:13]2[CH2:18][CH2:17][CH:16]([C:19]3[CH:20]=[C:21]([NH:25][C:26](=[O:30])[CH:27]([CH3:29])[CH3:28])[CH:22]=[CH:23][CH:24]=3)[CH2:15][CH2:14]2)[CH:5]=[CH:6][CH:7]=1.Cl.[C:33]1([NH:43]N)[C:42]2[C:37](=[CH:38][CH:39]=[CH:40][CH:41]=2)[CH:36]=[CH:35][CH:34]=1, predict the reaction product. The product is: [Br:1][C:2]1[CH:3]=[C:4]([C:8]2[NH:43][C:33]3[C:34]([C:9]=2[CH2:10][CH2:11][CH2:12][N:13]2[CH2:18][CH2:17][CH:16]([C:19]4[CH:20]=[C:21]([NH:25][C:26](=[O:30])[CH:27]([CH3:29])[CH3:28])[CH:22]=[CH:23][CH:24]=4)[CH2:15][CH2:14]2)=[CH:35][CH:36]=[C:37]2[CH:38]=[CH:39][CH:40]=[CH:41][C:42]=32)[CH:5]=[CH:6][CH:7]=1.